From a dataset of Forward reaction prediction with 1.9M reactions from USPTO patents (1976-2016). Predict the product of the given reaction. (1) The product is: [F:1][C:2]1[CH:3]=[N:4][C:5]([N:12]2[CH2:13][CH:14]([NH:16][C:17]3[CH:22]=[CH:21][C:20]([F:23])=[CH:19][C:18]=3[CH3:24])[CH2:15]2)=[C:6]([CH:11]=1)[C:7]([OH:9])=[O:8]. Given the reactants [F:1][C:2]1[CH:3]=[N:4][C:5]([N:12]2[CH2:15][CH:14]([NH:16][C:17]3[CH:22]=[CH:21][C:20]([F:23])=[CH:19][C:18]=3[CH3:24])[CH2:13]2)=[C:6]([CH:11]=1)[C:7]([O:9]C)=[O:8].[OH-].[Na+], predict the reaction product. (2) Given the reactants [CH:1]1[C:9]2[C:8]3[CH2:10][CH2:11][CH2:12][CH2:13][CH2:14][CH2:15][C:7]=3[O:6][C:5]=2[CH:4]=[CH:3][C:2]=1[NH2:16].[C:17]([CH2:21][C:22](Cl)=[O:23])([CH3:20])([CH3:19])[CH3:18], predict the reaction product. The product is: [CH3:18][C:17]([CH3:20])([CH3:19])[CH2:21][C:22]([NH:16][C:2]1[CH:3]=[CH:4][C:5]2[O:6][C:7]3[CH2:15][CH2:14][CH2:13][CH2:12][CH2:11][CH2:10][C:8]=3[C:9]=2[CH:1]=1)=[O:23]. (3) Given the reactants CC([O-])(C)C.[K+].[CH2:7]([C:23]1[C:28](=[O:29])[C:27]([N+:30]([O-:32])=[O:31])=[C:26]([CH3:33])[NH:25][C:24]=1[CH3:34])[CH2:8][CH2:9][CH2:10][CH2:11][CH2:12][CH2:13][CH2:14][CH2:15][CH2:16][CH2:17][CH2:18][CH2:19][CH2:20][CH2:21][CH3:22].[CH3:35][C:36]([O:39][C:40](O[C:40]([O:39][C:36]([CH3:38])([CH3:37])[CH3:35])=[O:41])=[O:41])([CH3:38])[CH3:37], predict the reaction product. The product is: [C:40](=[O:41])([O:29][C:28]1[C:27]([N+:30]([O-:32])=[O:31])=[C:26]([CH3:33])[N:25]=[C:24]([CH3:34])[C:23]=1[CH2:7][CH2:8][CH2:9][CH2:10][CH2:11][CH2:12][CH2:13][CH2:14][CH2:15][CH2:16][CH2:17][CH2:18][CH2:19][CH2:20][CH2:21][CH3:22])[O:39][C:36]([CH3:38])([CH3:37])[CH3:35]. (4) Given the reactants [N:1]([CH:4]1[CH2:8][N:7]([C:9]([O:11][C:12]([CH3:15])([CH3:14])[CH3:13])=[O:10])[C@@H:6]([CH2:16][O:17][C:18]2[CH:23]=[CH:22][CH:21]=[CH:20][CH:19]=2)[CH2:5]1)=[N+]=[N-], predict the reaction product. The product is: [NH2:1][C@H:4]1[CH2:8][N:7]([C:9]([O:11][C:12]([CH3:14])([CH3:15])[CH3:13])=[O:10])[C@@H:6]([CH2:16][O:17][C:18]2[CH:19]=[CH:20][CH:21]=[CH:22][CH:23]=2)[CH2:5]1.